From a dataset of Peptide-MHC class II binding affinity with 134,281 pairs from IEDB. Regression. Given a peptide amino acid sequence and an MHC pseudo amino acid sequence, predict their binding affinity value. This is MHC class II binding data. (1) The peptide sequence is AAATAGTTSYGAFAA. The MHC is HLA-DQA10401-DQB10402 with pseudo-sequence HLA-DQA10401-DQB10402. The binding affinity (normalized) is 0.293. (2) The peptide sequence is SQTTANASCPEGT. The MHC is DRB3_0101 with pseudo-sequence DRB3_0101. The binding affinity (normalized) is 0.